From a dataset of Full USPTO retrosynthesis dataset with 1.9M reactions from patents (1976-2016). Predict the reactants needed to synthesize the given product. (1) Given the product [NH2:38][C:12]1[CH:11]=[CH:10][C:9]([CH2:8][N:5]2[CH2:6][CH2:7][N:2]([CH3:1])[CH2:3][CH2:4]2)=[CH:14][C:13]=1[NH:15][C:16]1[S:20][C:19]([C:21]([O:23][CH3:24])=[O:22])=[C:18]([O:25][C@@H:26]([C:28]2[CH:33]=[CH:32][CH:31]=[CH:30][C:29]=2[C:34]([F:35])([F:37])[F:36])[CH3:27])[CH:17]=1, predict the reactants needed to synthesize it. The reactants are: [CH3:1][N:2]1[CH2:7][CH2:6][N:5]([CH2:8][C:9]2[CH:10]=[CH:11][C:12]([N+:38]([O-])=O)=[C:13]([NH:15][C:16]3[S:20][C:19]([C:21]([O:23][CH3:24])=[O:22])=[C:18]([O:25][C@@H:26]([C:28]4[CH:33]=[CH:32][CH:31]=[CH:30][C:29]=4[C:34]([F:37])([F:36])[F:35])[CH3:27])[CH:17]=3)[CH:14]=2)[CH2:4][CH2:3]1.Cl.COC(OC)OC. (2) Given the product [CH:1]1([C:4](=[O:19])[C:5](=[CH:22][N:23]([CH3:25])[CH3:24])[C:6]([C:8]2[C:9]([CH3:18])=[N:10][C:11]([C:14]([F:15])([F:16])[F:17])=[CH:12][CH:13]=2)=[O:7])[CH2:3][CH2:2]1, predict the reactants needed to synthesize it. The reactants are: [CH:1]1([C:4](=[O:19])[CH2:5][C:6]([C:8]2[C:9]([CH3:18])=[N:10][C:11]([C:14]([F:17])([F:16])[F:15])=[CH:12][CH:13]=2)=[O:7])[CH2:3][CH2:2]1.CO[CH:22](OC)[N:23]([CH3:25])[CH3:24]. (3) Given the product [OH:1][C@@H:2]([C@H:4]1[C:24](=[O:25])[N:6]2[C:7]([C:21]([O:23][CH2:33][O:32][C:27](=[O:31])[CH:28]([CH3:30])[CH3:29])=[O:22])=[C:8]([S:11]/[CH:12]=[CH:13]\[C:14]3[S:18][CH:17]=[N:16][C:15]=3[CH2:19][OH:20])[C@H:9]([CH3:10])[C@H:5]12)[CH3:3], predict the reactants needed to synthesize it. The reactants are: [OH:1][C@@H:2]([C@H:4]1[C:24](=[O:25])[N:6]2[C:7]([C:21]([O-:23])=[O:22])=[C:8]([S:11]/[CH:12]=[CH:13]\[C:14]3[S:18][CH:17]=[N:16][C:15]=3[CH2:19][OH:20])[C@H:9]([CH3:10])[C@H:5]12)[CH3:3].[Na+].[C:27]([O:32][CH2:33]I)(=[O:31])[CH:28]([CH3:30])[CH3:29]. (4) Given the product [Br:10][CH2:11][C:12]([NH:7][CH2:6][C:5]1[CH:8]=[CH:9][C:2]([F:1])=[CH:3][CH:4]=1)=[O:13], predict the reactants needed to synthesize it. The reactants are: [F:1][C:2]1[CH:9]=[CH:8][C:5]([CH2:6][NH2:7])=[CH:4][CH:3]=1.[Br:10][CH2:11][C:12](Br)=[O:13].C(N(CC)CC)C. (5) Given the product [N+:19]([C:10]1[CH:9]=[N:8][N:7]([C:1]2[CH:2]=[CH:3][CH:4]=[CH:5][CH:6]=2)[CH:11]=1)([O-:21])=[O:20], predict the reactants needed to synthesize it. The reactants are: [C:1]1([N:7]2[CH:11]=[CH:10][CH:9]=[N:8]2)[CH:6]=[CH:5][CH:4]=[CH:3][CH:2]=1.C(OC(=O)C)(=O)C.[N+:19]([O-])([OH:21])=[O:20]. (6) Given the product [C:1]([O:10][CH:8]([O:7][C:4](=[O:6])[CH3:5])[CH3:9])(=[O:3])[CH3:2], predict the reactants needed to synthesize it. The reactants are: [CH:1](=[O:3])[CH3:2].[C:4]([O:7][C:8](=[O:10])[CH3:9])(=[O:6])[CH3:5]. (7) Given the product [O:21]1[CH2:22][CH2:23][N:18]([CH2:17][CH2:16][CH2:15][NH:14][C:12](=[O:13])[CH2:11][CH2:10][C:5]2[CH:6]=[CH:7][CH:8]=[CH:9][C:4]=2[O:3][CH2:42][CH2:41][CH2:40][CH2:39][CH2:38][CH2:37][CH2:36][CH2:35][CH2:34][CH2:33][CH2:32][CH2:31][CH2:30][CH2:29][CH2:28][CH2:27][CH2:26][CH3:25])[CH2:19][CH2:20]1, predict the reactants needed to synthesize it. The reactants are: [OH-].[Na+].[OH:3][C:4]1[CH:9]=[CH:8][CH:7]=[CH:6][C:5]=1[CH2:10][CH2:11][C:12]([NH:14][CH2:15][CH2:16][CH2:17][N:18]1[CH2:23][CH2:22][O:21][CH2:20][CH2:19]1)=[O:13].Br[CH2:25][CH2:26][CH2:27][CH2:28][CH2:29][CH2:30][CH2:31][CH2:32][CH2:33][CH2:34][CH2:35][CH2:36][CH2:37][CH2:38][CH2:39][CH2:40][CH2:41][CH3:42].Cl. (8) The reactants are: C[O:2][C:3]([C:5]1[CH:13]=[C:12]2[C:8]([C:9]([CH:32]3[CH2:37][CH2:36][CH2:35][CH2:34][CH2:33]3)=[C:10]([C:23]3[CH:28]=[CH:27][C:26]([NH2:29])=[C:25]([CH:30]=O)[CH:24]=3)[N:11]2[CH2:14][C:15]([N:17]2[CH2:22][CH2:21][O:20][CH2:19][CH2:18]2)=[O:16])=[CH:7][CH:6]=1)=[O:4].C(C1C=C(C=O)C(O)=CC=1)(=O)C.[F:50][C:51]1[CH:52]=[C:53]([C:58](=O)[CH3:59])[CH:54]=[CH:55][C:56]=1[F:57]. Given the product [CH:32]1([C:9]2[C:8]3[C:12](=[CH:13][C:5]([C:3]([OH:4])=[O:2])=[CH:6][CH:7]=3)[N:11]([CH2:14][C:15]([N:17]3[CH2:18][CH2:19][O:20][CH2:21][CH2:22]3)=[O:16])[C:10]=2[C:23]2[CH:24]=[C:25]3[C:26](=[CH:27][CH:28]=2)[N:29]=[C:58]([C:53]2[CH:54]=[CH:55][C:56]([F:57])=[C:51]([F:50])[CH:52]=2)[CH:59]=[CH:30]3)[CH2:37][CH2:36][CH2:35][CH2:34][CH2:33]1, predict the reactants needed to synthesize it.